Dataset: Forward reaction prediction with 1.9M reactions from USPTO patents (1976-2016). Task: Predict the product of the given reaction. (1) Given the reactants [CH3:1][N:2]1[C:6]2[CH:7]=[CH:8][C:9]([C:11]([OH:13])=O)=[CH:10][C:5]=2[N:4]=[N:3]1.[NH:14]1[CH2:19][CH2:18][CH2:17][C@@H:16]2[C:20]3[CH:21]=[CH:22][CH:23]=[CH:24][C:25]=3[CH2:26][C@H:15]12.F[P-](F)(F)(F)(F)F.N1(OC(N(C)C)=[N+](C)C)C2N=CC=CC=2N=N1, predict the reaction product. The product is: [N:14]1([C:11]([C:9]2[CH:8]=[CH:7][C:6]3[N:2]([CH3:1])[N:3]=[N:4][C:5]=3[CH:10]=2)=[O:13])[CH2:19][CH2:18][CH2:17][C@@H:16]2[C:20]3[CH:21]=[CH:22][CH:23]=[CH:24][C:25]=3[CH2:26][C@H:15]12. (2) Given the reactants [C:1]([N:6]1[CH2:11][CH2:10][C:9](=[O:12])[CH2:8][CH2:7]1)([O:3][CH2:4][CH3:5])=[O:2].[O-]CC.[Na+].[N+:17]([CH3:20])([O-:19])=[O:18], predict the reaction product. The product is: [OH:12][C:9]1([CH2:20][N+:17]([O-:19])=[O:18])[CH2:8][CH2:7][N:6]([C:1]([O:3][CH2:4][CH3:5])=[O:2])[CH2:11][CH2:10]1. (3) Given the reactants Br[C:2]1[CH:3]=[N:4][C:5]([N:8]2[CH2:13][CH2:12][O:11][C@H:10]([CH2:14][N:15]3[C:19]4=[N:20][C:21]([C:24]5[CH:25]=[N:26][N:27]([CH3:29])[CH:28]=5)=[CH:22][N:23]=[C:18]4[N:17]=[N:16]3)[CH2:9]2)=[N:6][CH:7]=1.[O:30]1[CH2:35][CH2:34][CH2:33][CH2:32][CH:31]1[O:36][CH2:37][CH2:38][N:39]1[CH:43]=[C:42](B2OC(C)(C)C(C)(C)O2)[CH:41]=[N:40]1.C(=O)([O-])[O-].[Cs+].[Cs+], predict the reaction product. The product is: [CH3:29][N:27]1[CH:28]=[C:24]([C:21]2[N:20]=[C:19]3[N:15]([CH2:14][C@H:10]4[O:11][CH2:12][CH2:13][N:8]([C:5]5[N:4]=[CH:3][C:2]([C:42]6[CH:41]=[N:40][N:39]([CH2:38][CH2:37][O:36][CH:31]7[CH2:32][CH2:33][CH2:34][CH2:35][O:30]7)[CH:43]=6)=[CH:7][N:6]=5)[CH2:9]4)[N:16]=[N:17][C:18]3=[N:23][CH:22]=2)[CH:25]=[N:26]1. (4) Given the reactants I[C:2]1[C:10]2[C:5](=[N:6][CH:7]=[N:8][C:9]=2[NH2:11])[N:4]([C@H:12]2[CH2:17][CH2:16][C@@H:15]([N:18]3[CH2:23][CH2:22][N:21]([CH3:24])[CH2:20][CH2:19]3)[CH2:14][CH2:13]2)[N:3]=1.[F:25][C:26]1[CH:31]=[C:30](B2OC(C)(C)C(C)(C)O2)[CH:29]=[CH:28][C:27]=1[NH:41][C:42]1[S:43][C:44]2[CH:50]=[CH:49][CH:48]=[CH:47][C:45]=2[N:46]=1.NC1N=CN=C2N([C@H]3CC[C@@H](N4CCN(C)CC4)CC3)N=C(C3C=CC(NC4OC5C=CC=CC=5N=4)=C(F)C=3)C=12, predict the reaction product. The product is: [NH2:11][C:9]1[N:8]=[CH:7][N:6]=[C:5]2[N:4]([C@H:12]3[CH2:17][CH2:16][C@@H:15]([N:18]4[CH2:23][CH2:22][N:21]([CH3:24])[CH2:20][CH2:19]4)[CH2:14][CH2:13]3)[N:3]=[C:2]([C:30]3[CH:29]=[CH:28][C:27]([NH:41][C:42]4[S:43][C:44]5[CH:50]=[CH:49][CH:48]=[CH:47][C:45]=5[N:46]=4)=[C:26]([F:25])[CH:31]=3)[C:10]=12. (5) Given the reactants C(OC(=O)[CH:5]([C:15]([CH:17]1[CH2:22][CH2:21][CH:20]([CH2:23][CH2:24][CH3:25])[CH2:19][CH2:18]1)=[O:16])[CH2:6][C:7](=[O:14])[C:8]1[CH:13]=[CH:12][CH:11]=[CH:10][CH:9]=1)C.[OH-].[Na+], predict the reaction product. The product is: [C:8]1([C:7](=[O:14])[CH2:6][CH2:5][C:15]([CH:17]2[CH2:18][CH2:19][CH:20]([CH2:23][CH2:24][CH3:25])[CH2:21][CH2:22]2)=[O:16])[CH:13]=[CH:12][CH:11]=[CH:10][CH:9]=1. (6) Given the reactants C[N:2]1[C:8](=O)[O:7][C:5](=O)[C:4]2=[CH:10][CH:11]=[CH:12][CH:13]=[C:3]12.[C:14]([O:18][CH2:19][CH3:20])(=[O:17])[NH:15][NH2:16].C(O)C, predict the reaction product. The product is: [CH3:8][NH:2][C:3]1[CH:13]=[CH:12][CH:11]=[CH:10][C:4]=1[C:5]([NH:16][NH:15][C:14]([O:18][CH2:19][CH3:20])=[O:17])=[O:7]. (7) Given the reactants [C:1]1([NH2:8])[CH:6]=[CH:5][C:4]([NH2:7])=[CH:3][CH:2]=1.[C:9](O[C:9]([O:11][C:12]([CH3:15])([CH3:14])[CH3:13])=[O:10])([O:11][C:12]([CH3:15])([CH3:14])[CH3:13])=[O:10], predict the reaction product. The product is: [C:9]([NH:7][C:4]1[CH:5]=[CH:6][C:1]([NH2:8])=[CH:2][CH:3]=1)([O:11][C:12]([CH3:15])([CH3:14])[CH3:13])=[O:10]. (8) Given the reactants [H-].[Na+].[Br:3][C:4]1[N:5]=[C:6]([O:11][CH2:12][CH:13]2[CH2:16][CH2:15][CH2:14]2)[C:7]([NH2:10])=[N:8][CH:9]=1.Br[CH2:18][CH2:19][CH2:20][CH2:21]Cl, predict the reaction product. The product is: [Br:3][C:4]1[N:5]=[C:6]([O:11][CH2:12][CH:13]2[CH2:14][CH2:15][CH2:16]2)[C:7]([N:10]2[CH2:21][CH2:20][CH2:19][CH2:18]2)=[N:8][CH:9]=1. (9) Given the reactants [CH3:1][C:2]1([C:7]([OH:9])=[O:8])[CH2:6][CH2:5][NH:4][CH2:3]1.Cl[C:11]1[N:16]=[C:15]([O:17][CH3:18])[N:14]=[C:13]([NH:19][CH2:20][CH2:21][C:22]2[CH:27]=[CH:26][C:25]([O:28][C:29]([F:32])([F:31])[F:30])=[CH:24][CH:23]=2)[CH:12]=1.C(=O)([O-])[O-].[K+].[K+], predict the reaction product. The product is: [CH3:18][O:17][C:15]1[N:16]=[C:11]([N:4]2[CH2:5][CH2:6][C:2]([CH3:1])([C:7]([OH:9])=[O:8])[CH2:3]2)[CH:12]=[C:13]([NH:19][CH2:20][CH2:21][C:22]2[CH:23]=[CH:24][C:25]([O:28][C:29]([F:31])([F:32])[F:30])=[CH:26][CH:27]=2)[N:14]=1.